This data is from Full USPTO retrosynthesis dataset with 1.9M reactions from patents (1976-2016). The task is: Predict the reactants needed to synthesize the given product. (1) Given the product [CH3:18][O:17][C:12]1[CH:13]=[CH:14][CH:15]=[CH:16][C:11]=1[O:10][CH2:9][CH2:8][N:7]1[CH2:22][C@@H:21]([CH2:24][OH:30])[O:23][C:6]1=[O:5], predict the reactants needed to synthesize it. The reactants are: C([O:5][C:6](=O)[NH:7][CH2:8][CH2:9][O:10][C:11]1[CH:16]=[CH:15][CH:14]=[CH:13][C:12]=1[O:17][CH3:18])C(C)C.C[C:21]([CH3:24])([O-:23])[CH3:22].[Li+].C([O:30]C[C@@H]1CO1)(C)(C)C. (2) Given the product [OH:51][CH:52]([C:60]1[CH:61]=[CH:62][C:63]2[S:68][CH2:67][C:66](=[O:69])[NH:65][C:64]=2[CH:70]=1)[CH2:53][N:54]1[CH2:55][CH2:56][N:57]([CH2:50][CH:48]([OH:49])[C:45]2[CH:44]=[CH:43][CH:42]=[C:41]3[C:46]=2[CH:47]=[C:38]([O:37][CH3:36])[CH:39]=[N:40]3)[CH2:58][CH2:59]1, predict the reactants needed to synthesize it. The reactants are: OC(C1C=CC2OCC(=O)NC=2C=1)CN1CCNCC1.ClCC(C1C=CC2SCC(=O)NC=2C=1)=O.[CH3:36][O:37][C:38]1[CH:39]=[N:40][C:41]2[C:46]([CH:47]=1)=[C:45]([CH:48]1[CH2:50][O:49]1)[CH:44]=[CH:43][CH:42]=2.[OH:51][CH:52]([C:60]1[CH:61]=[CH:62][C:63]2[S:68][CH2:67][C:66](=[O:69])[NH:65][C:64]=2[CH:70]=1)[CH2:53][N:54]1[CH2:59][CH2:58][NH:57][CH2:56][CH2:55]1. (3) Given the product [F:1][C:2]1[CH:7]=[CH:6][C:5]([N:8]2[C:17]3[C:12](=[N:13][CH:14]=[C:15]([CH2:18][C:19]4[CH:20]=[CH:21][C:22]([F:25])=[CH:23][CH:24]=4)[CH:16]=3)[C:11]([OH:26])=[C:10]([C:27]([NH:33][CH2:34][CH2:35][CH2:36][N:37]3[CH2:41][CH2:40][CH2:39][C:38]3=[O:42])=[O:28])[C:9]2=[O:32])=[CH:4][CH:3]=1, predict the reactants needed to synthesize it. The reactants are: [F:1][C:2]1[CH:7]=[CH:6][C:5]([N:8]2[C:17]3[C:12](=[N:13][CH:14]=[C:15]([CH2:18][C:19]4[CH:24]=[CH:23][C:22]([F:25])=[CH:21][CH:20]=4)[CH:16]=3)[C:11]([OH:26])=[C:10]([C:27](OCC)=[O:28])[C:9]2=[O:32])=[CH:4][CH:3]=1.[NH2:33][CH2:34][CH2:35][CH2:36][N:37]1[CH2:41][CH2:40][CH2:39][C:38]1=[O:42].